Task: Predict the product of the given reaction.. Dataset: Forward reaction prediction with 1.9M reactions from USPTO patents (1976-2016) (1) Given the reactants [C:1]([C:6]1[N:10]2[C:11]([CH3:15])=[CH:12][CH:13]=[CH:14][C:9]2=[N:8][CH:7]=1)([O:3][CH2:4][CH3:5])=[O:2].[Cl:16]N1C(=O)CCC1=O.FC(F)(F)C(O)=O.C(OCC)(=O)C, predict the reaction product. The product is: [C:1]([C:6]1[N:10]2[C:11]([CH2:15][Cl:16])=[CH:12][CH:13]=[CH:14][C:9]2=[N:8][CH:7]=1)([O:3][CH2:4][CH3:5])=[O:2]. (2) Given the reactants [CH3:1][O:2][C:3]1[C:28]([N+:29]([O-])=O)=[CH:27][CH:26]=[CH:25][C:4]=1[C:5]([NH:7][C:8]1[N:9]([CH3:24])[N:10]=[C:11]([C:17]([F:23])([F:22])[C:18]([F:21])([F:20])[F:19])[C:12]=1[C:13]([F:16])([F:15])[F:14])=[O:6].[Sn](Cl)(Cl)(Cl)Cl.Cl, predict the reaction product. The product is: [NH2:29][C:28]1[C:3]([O:2][CH3:1])=[C:4]([CH:25]=[CH:26][CH:27]=1)[C:5]([NH:7][C:8]1[N:9]([CH3:24])[N:10]=[C:11]([C:17]([F:23])([F:22])[C:18]([F:19])([F:20])[F:21])[C:12]=1[C:13]([F:15])([F:14])[F:16])=[O:6].